From a dataset of Catalyst prediction with 721,799 reactions and 888 catalyst types from USPTO. Predict which catalyst facilitates the given reaction. (1) Product: [CH2:49]([O:51][C:52](=[O:61])[C:53]([C:54]1[N:55]=[C:56]([NH:59][C:40](=[O:42])[CH:39]([C:31]2[CH:32]=[CH:33][C:34]([S:35]([CH3:38])(=[O:36])=[O:37])=[C:29]([Cl:28])[CH:30]=2)[CH2:43][CH:44]2[CH2:48][CH2:47][CH2:46][CH2:45]2)[S:57][CH:58]=1)=[O:60])[CH3:50]. The catalyst class is: 34. Reactant: C1(P(C2C=CC=CC=2)C2C=CC=CC=2)C=CC=CC=1.BrN1C(=O)CCC1=O.[Cl:28][C:29]1[CH:30]=[C:31]([CH:39]([CH2:43][CH:44]2[CH2:48][CH2:47][CH2:46][CH2:45]2)[C:40]([OH:42])=O)[CH:32]=[CH:33][C:34]=1[S:35]([CH3:38])(=[O:37])=[O:36].[CH2:49]([O:51][C:52](=[O:61])[C:53](=[O:60])[C:54]1[N:55]=[C:56]([NH2:59])[S:57][CH:58]=1)[CH3:50].N1C=CC=CC=1. (2) Reactant: [CH2:1]1[C:10]2[C:5](=[CH:6][CH:7]=[CH:8][CH:9]=2)[CH2:4][CH2:3][NH:2]1.[C:11](OC(=O)C)(=[O:13])[CH3:12]. Product: [CH2:1]1[C:10]2[C:5](=[CH:6][CH:7]=[CH:8][CH:9]=2)[CH2:4][CH2:3][N:2]1[C:11](=[O:13])[CH3:12]. The catalyst class is: 25. (3) Reactant: [O:1]=[C:2]1[C:7]2[N:8]=[C:9]([CH2:23][CH2:24][CH3:25])[N:10]([C:11]3[CH:18]=[CH:17][C:14]([C:15]#N)=[CH:13][C:12]=3[C:19]([F:22])([F:21])[F:20])[C:6]=2[CH:5]=[CH:4][NH:3]1.[OH-:26].[Na+].ClCCl.C[OH:32]. Product: [O:1]=[C:2]1[C:7]2[N:8]=[C:9]([CH2:23][CH2:24][CH3:25])[N:10]([C:11]3[CH:18]=[CH:17][C:14]([C:15]([OH:32])=[O:26])=[CH:13][C:12]=3[C:19]([F:20])([F:21])[F:22])[C:6]=2[CH:5]=[CH:4][NH:3]1. The catalyst class is: 8. (4) Reactant: [F:1][C:2]1[CH:8]=[CH:7][C:5]([NH2:6])=[CH:4][CH:3]=1.F[B-](F)(F)F.[C:14]1([N+]#N)[CH:19]=[CH:18][CH:17]=[CH:16][CH:15]=1.[OH-].[Na+]. Product: [F:1][C:2]1[CH:8]=[C:7]([C:14]2[CH:19]=[CH:18][CH:17]=[CH:16][CH:15]=2)[C:5]([NH2:6])=[CH:4][CH:3]=1. The catalyst class is: 10. (5) Reactant: [Cl:1][C:2]1[CH:9]=[C:8]([N+:10]([O-])=O)[CH:7]=[C:6]([Cl:13])[C:3]=1[C:4]#[N:5].[Cl-].[NH4+].O. Product: [NH2:10][C:8]1[CH:7]=[C:6]([Cl:13])[C:3]([C:4]#[N:5])=[C:2]([Cl:1])[CH:9]=1. The catalyst class is: 415. (6) Reactant: [CH3:1][O:2][C:3]([C:5]1[C:9]2[N:10]=[CH:11][N:12](COCC[Si](C)(C)C)[C:13](=[O:14])[C:8]=2[N:7](COCC[Si](C)(C)C)[C:6]=1[N:31]1[CH2:36][CH2:35][N:34](C(OC(C)(C)C)=O)[CH2:33][CH2:32]1)=[O:4].C(O)(C(F)(F)F)=O. Product: [CH3:1][O:2][C:3]([C:5]1[C:9]2[N:10]=[CH:11][NH:12][C:13](=[O:14])[C:8]=2[NH:7][C:6]=1[N:31]1[CH2:36][CH2:35][NH:34][CH2:33][CH2:32]1)=[O:4]. The catalyst class is: 2.